Dataset: Full USPTO retrosynthesis dataset with 1.9M reactions from patents (1976-2016). Task: Predict the reactants needed to synthesize the given product. (1) Given the product [C:1]([NH:8][C@@:9]1([C:21]([O:23][CH2:24][CH3:25])=[O:22])[CH2:14][C:13](=[O:15])[C@@H:12]2[C@H:10]1[C@H:11]2[C:16]([O:18][CH2:19][CH3:20])=[O:17])(=[O:3])[CH3:2], predict the reactants needed to synthesize it. The reactants are: [C:1](OC(=O)C)(=[O:3])[CH3:2].[NH2:8][C@@:9]1([C:21]([O:23][CH2:24][CH3:25])=[O:22])[CH2:14][C:13](=[O:15])[C@@H:12]2[C@H:10]1[C@H:11]2[C:16]([O:18][CH2:19][CH3:20])=[O:17].C(N(CC)CC)C. (2) Given the product [F:22][C:19]1[CH:18]=[CH:17][C:16]([CH:13]2[C:14]3[CH:15]=[C:2]([C:61](=[O:65])[CH3:62])[C:3]4[C:8](=[N:7][CH:6]=[CH:5][CH:4]=4)[C:9]=3[NH:10][S:11](=[O:24])(=[O:25])[N:12]2[CH3:23])=[CH:21][CH:20]=1, predict the reactants needed to synthesize it. The reactants are: Br[C:2]1[C:3]2[C:8]([C:9]3[NH:10][S:11](=[O:25])(=[O:24])[N:12]([CH3:23])[CH:13]([C:16]4[CH:21]=[CH:20][C:19]([F:22])=[CH:18][CH:17]=4)[C:14]=3[CH:15]=1)=[N:7][CH:6]=[CH:5][CH:4]=2.C1(P(C2C=CC=CC=2)CCCP(C2C=CC=CC=2)C2C=CC=CC=2)C=CC=CC=1.C([O-])([O-])=O.[K+].[K+].[CH2:61]([O:65]C=C)[CH2:62]CC.Cl.